This data is from Catalyst prediction with 721,799 reactions and 888 catalyst types from USPTO. The task is: Predict which catalyst facilitates the given reaction. (1) Reactant: [C:1]([O:7][CH3:8])(=[O:6])[C:2]([O:4]C)=O.[CH3:9][O-].[Na+].[Cl:12][C:13]1[CH:14]=[CH:15][C:16]([C:19](=[O:21])[CH3:20])=[N:17][CH:18]=1.O. Product: [Cl:12][C:13]1[CH:14]=[CH:15][C:16]([C:19](=[O:21])[CH2:20][C:2](=[O:4])[C:1]([O:7][CH2:8][CH3:9])=[O:6])=[N:17][CH:18]=1. The catalyst class is: 621. (2) Reactant: [C:1]([NH:4][C:5]1[CH:10]=[CH:9][C:8]([CH:11](O)[CH2:12][C:13]([O:15][CH2:16][CH3:17])=[O:14])=[CH:7][CH:6]=1)(=[O:3])[CH3:2].C(N(CC)CC)C.CS(Cl)(=O)=O.C1CCN2C(=NCCC2)CC1. Product: [C:1]([NH:4][C:5]1[CH:10]=[CH:9][C:8]([CH:11]=[CH:12][C:13]([O:15][CH2:16][CH3:17])=[O:14])=[CH:7][CH:6]=1)(=[O:3])[CH3:2]. The catalyst class is: 13. (3) Reactant: [Cl:1][C:2]1[N:7]=[C:6]2[NH:8][CH:9]=[CH:10][C:5]2=[CH:4][CH:3]=1.[C:11](O)(=[O:13])C.C1N2CN3CN(C2)CN1C3. Product: [Cl:1][C:2]1[N:7]=[C:6]2[NH:8][CH:9]=[C:10]([CH:11]=[O:13])[C:5]2=[CH:4][CH:3]=1. The catalyst class is: 6. (4) Product: [CH:2]1([C:8]2[NH:12][N:11]=[C:10]([NH:13][C:14]3[C:15]4[CH2:30][CH2:29][CH2:28][C:16]=4[N:17]=[C:18]([N:20]4[CH2:24][CH2:23][CH2:22][C@@H:21]4[C:25]([N:33]([CH3:34])[CH3:32])=[O:26])[N:19]=3)[CH:9]=2)[CH2:7][CH2:6][CH2:5][CH2:4][CH2:3]1. The catalyst class is: 18. Reactant: Cl.[CH:2]1([C:8]2[NH:12][N:11]=[C:10]([NH:13][C:14]3[C:15]4[CH2:30][CH2:29][CH2:28][C:16]=4[N:17]=[C:18]([N:20]4[CH2:24][CH2:23][CH2:22][C@@H:21]4[C:25](O)=[O:26])[N:19]=3)[CH:9]=2)[CH2:7][CH2:6][CH2:5][CH2:4][CH2:3]1.[Cl-].[CH3:32][NH2+:33][CH3:34].CCN=C=NCCCN(C)C.Cl.C1C=CC2N(O)N=NC=2C=1.CCN(C(C)C)C(C)C. (5) Reactant: Cl.[CH3:2][NH:3][O:4][CH3:5].Cl.C(N=C=NCCCN(C)C)C.C(N(CC)CC)C.[F:25][C:26](=[C:32]([F:34])[F:33])[CH2:27][CH2:28][C:29](O)=[O:30]. Product: [F:25][C:26](=[C:32]([F:34])[F:33])[CH2:27][CH2:28][C:29]([N:3]([O:4][CH3:5])[CH3:2])=[O:30]. The catalyst class is: 2. (6) Reactant: [Br:1][C:2]1[CH:3]=[N:4][N:5]2[C:10](Cl)=[CH:9][C:8]([Cl:12])=[N:7][C:6]=12.[O:13]1[CH2:18][CH2:17][CH:16]([CH2:19][NH2:20])[CH2:15][CH2:14]1.CCN(C(C)C)C(C)C. Product: [Br:1][C:2]1[CH:3]=[N:4][N:5]2[C:10]([NH:20][CH2:19][CH:16]3[CH2:17][CH2:18][O:13][CH2:14][CH2:15]3)=[CH:9][C:8]([Cl:12])=[N:7][C:6]=12. The catalyst class is: 2. (7) Reactant: Br[C:2]1[CH:3]=[N:4][CH:5]=[CH:6][CH:7]=1.C([Mg]Cl)(C)C.C([O:17][B:18]([CH:24]=[CH2:25])OCCCC)CCC.Cl. Product: [N:4]1[CH:5]=[CH:6][CH:7]=[CH:2][C:3]=1[CH:25]=[CH:24][BH:18][OH:17]. The catalyst class is: 20. (8) Reactant: [CH3:1][CH2:2][CH2:3][CH2:4][CH2:5][CH2:6]CN1C(C)=CS/C/1=C/C1SC=C(C)[N+]=1[CH2:1][CH2:2][CH2:3][CH2:4][CH2:5][CH2:6]C.[I-].[OH-].[Na+].[Na].[Na].[Na].[Na].C(ON(O[C:52](=[O:54])[CH3:53])CCN(OC(=O)C)OC(=O)C)(=O)C.C=CC1C=CC=CC=1.C(O)(=[O:66])C=C.CC(C(C(C(S)(C)C)(C)C)(C)C)C.S(OOS([O-])(=O)=O)([O-])(=O)=O.[NH4+].[NH4+].[OH-].[NH4+]. Product: [CH3:1]/[CH:2]=[CH:3]/[CH:4]1[CH2:53][C@H:52]([OH:54])[C@H:6]([OH:66])[CH2:5]1. The catalyst class is: 6.